Dataset: Forward reaction prediction with 1.9M reactions from USPTO patents (1976-2016). Task: Predict the product of the given reaction. (1) Given the reactants N1C2C=CC=CC=2N=C1C1CCN(CCC2OC(=O)C(CC)(CC)C2)CC1.[CH3:28][O:29][C:30]1[CH:35]=[CH:34][C:33]([N:36]2[CH2:41][CH2:40][NH:39][CH2:38][CH2:37]2)=[CH:32][CH:31]=1.N1(C2C=CC=CC=2C#N)CCNCC1.CC1C=CC(S(O[CH2:67][CH2:68][CH:69]2[CH2:73][C:72]3([CH2:78][CH2:77][CH2:76][CH2:75][CH2:74]3)[C:71](=[O:79])[O:70]2)(=O)=O)=CC=1.CC1C=CC(S(OCCC2CC(CC)(CC)C(=O)O2)(=O)=O)=CC=1, predict the reaction product. The product is: [CH3:28][O:29][C:30]1[CH:31]=[CH:32][C:33]([N:36]2[CH2:41][CH2:40][N:39]([CH2:67][CH2:68][CH:69]3[CH2:73][C:72]4([CH2:74][CH2:75][CH2:76][CH2:77][CH2:78]4)[C:71](=[O:79])[O:70]3)[CH2:38][CH2:37]2)=[CH:34][CH:35]=1. (2) Given the reactants [Cl:1][CH2:2][CH2:3][CH2:4][O:5][C:6]1[CH:11]=[CH:10][C:9]([C:12]2[N:13]3[C:17]([N:18]=[C:19]4[CH2:25]CC[CH2:22][CH2:21][C:20]=24)=[CH:16][CH:15]=[N:14]3)=[CH:8][CH:7]=1.N1N2C(N=C3C(=C2C2C=CC(O)=CC=2)CCC3)=CC=1.BrCCCCl, predict the reaction product. The product is: [Cl:1][CH2:2][CH2:3][CH2:4][O:5][C:6]1[CH:11]=[CH:10][C:9]([C:12]2[N:13]3[C:17](=[CH:16][CH:15]=[N:14]3)[N:18]=[C:19]3[C:20]=2[CH2:21][CH2:22][CH2:25]3)=[CH:8][CH:7]=1. (3) Given the reactants Br[CH2:2][C:3]1[C:14](=[O:15])[N:13]([CH:16]2[CH2:20][CH2:19][CH2:18][CH2:17]2)[C:6]2[N:7]=[C:8]([S:11][CH3:12])[N:9]=[CH:10][C:5]=2[CH:4]=1.[C:21]([OH:24])(=[O:23])[CH3:22], predict the reaction product. The product is: [CH:16]1([N:13]2[C:6]3[N:7]=[C:8]([S:11][CH3:12])[N:9]=[CH:10][C:5]=3[CH:4]=[C:3]([CH2:2][O:24][C:21](=[O:23])[CH3:22])[C:14]2=[O:15])[CH2:20][CH2:19][CH2:18][CH2:17]1.